Dataset: Full USPTO retrosynthesis dataset with 1.9M reactions from patents (1976-2016). Task: Predict the reactants needed to synthesize the given product. (1) Given the product [CH3:30][N:34]([CH3:33])[CH2:21][CH:20]([C:14]1[CH:13]=[C:12]2[C:17]([CH2:18][CH2:19][N:10]([S:7]([C:5]3[N:4]=[CH:3][N:2]([CH3:1])[CH:6]=3)(=[O:9])=[O:8])[CH2:11]2)=[CH:16][CH:15]=1)[CH2:23][C:24]1[CH:29]=[CH:28][CH:27]=[CH:26][CH:25]=1, predict the reactants needed to synthesize it. The reactants are: [CH3:1][N:2]1[CH:6]=[C:5]([S:7]([N:10]2[CH2:19][CH2:18][C:17]3[C:12](=[CH:13][C:14]([CH:20]([CH2:23][C:24]4[CH:29]=[CH:28][CH:27]=[CH:26][CH:25]=4)[CH2:21]N)=[CH:15][CH:16]=3)[CH2:11]2)(=[O:9])=[O:8])[N:4]=[CH:3]1.[CH2:30]=O.[B-][C:33]#[N:34].[Na+].O. (2) Given the product [CH2:11]([O:18][C@H:19]1[C@H:24]([O:25][CH2:26][C:27]2[CH:32]=[CH:31][CH:30]=[CH:29][CH:28]=2)[C@@H:23]([O:33][CH2:34][C:35]2[CH:36]=[CH:37][CH:38]=[CH:39][CH:40]=2)[C:22]([C:43]2[CH:48]=[CH:47][C:46]([CH:49]3[CH2:51][CH2:50]3)=[C:45]([CH2:52][C:53]3[CH:62]=[CH:61][C:56]4[O:57][CH2:58][CH2:59][O:60][C:55]=4[CH:54]=3)[CH:44]=2)([O:41][CH3:42])[O:21][C@@H:20]1[CH:63]=[O:64])[C:12]1[CH:13]=[CH:14][CH:15]=[CH:16][CH:17]=1, predict the reactants needed to synthesize it. The reactants are: C(Cl)(=O)C(Cl)=O.CS(C)=O.[CH2:11]([O:18][C@H:19]1[C@H:24]([O:25][CH2:26][C:27]2[CH:32]=[CH:31][CH:30]=[CH:29][CH:28]=2)[C@@H:23]([O:33][CH2:34][C:35]2[CH:40]=[CH:39][CH:38]=[CH:37][CH:36]=2)[C:22]([C:43]2[CH:48]=[CH:47][C:46]([CH:49]3[CH2:51][CH2:50]3)=[C:45]([CH2:52][C:53]3[CH:62]=[CH:61][C:56]4[O:57][CH2:58][CH2:59][O:60][C:55]=4[CH:54]=3)[CH:44]=2)([O:41][CH3:42])[O:21][C@@H:20]1[CH2:63][OH:64])[C:12]1[CH:17]=[CH:16][CH:15]=[CH:14][CH:13]=1.C(N(CC)CC)C.Cl. (3) Given the product [C:6]([C:5]1[CH:4]=[CH:3][NH:16][N:15]=1)([CH3:9])([CH3:8])[CH3:7], predict the reactants needed to synthesize it. The reactants are: [K].O[CH:3]=[CH:4][C:5](=O)[C:6]([CH3:9])([CH3:8])[CH3:7].C(O)C.O.[NH2:15][NH2:16].